From a dataset of Forward reaction prediction with 1.9M reactions from USPTO patents (1976-2016). Predict the product of the given reaction. (1) Given the reactants [Cl:1][C:2]1[CH:3]=[C:4]2[C:9](=[C:10]([Cl:12])[CH:11]=1)[CH:8]=[N:7][C:6]([NH2:13])=[CH:5]2.[C:14](N1C=CC=CC1=O)(N1C=CC=CC1=O)=[S:15], predict the reaction product. The product is: [Cl:1][C:2]1[CH:3]=[C:4]2[C:9](=[C:10]([Cl:12])[CH:11]=1)[CH:8]=[N:7][C:6]([N:13]=[C:14]=[S:15])=[CH:5]2. (2) Given the reactants [Sn].[NH2:2][C:3]1[C:4]([C:15]([OH:17])=[O:16])=[CH:5][C:6]2[C:11]([C:12]=1Br)=[CH:10][CH:9]=[C:8]([Br:14])[CH:7]=2.Cl.O, predict the reaction product. The product is: [NH2:2][C:3]1[C:4]([C:15]([OH:17])=[O:16])=[CH:5][C:6]2[C:11]([CH:12]=1)=[CH:10][CH:9]=[C:8]([Br:14])[CH:7]=2. (3) Given the reactants [O:1]=[C:2]1[NH:6][C:5]2[CH:7]=[CH:8][CH:9]=[CH:10][C:4]=2[N:3]1[CH:11]1[CH2:16][CH2:15][N:14]([C:17]([O:19][CH2:20][C@@H:21]([N:23]([CH2:31][C:32]2[CH:37]=[CH:36][CH:35]=[CH:34][CH:33]=2)[CH2:24][C:25]2[CH:30]=[CH:29][CH:28]=[CH:27][CH:26]=2)[CH3:22])=[O:18])[CH2:13][CH2:12]1.[C:38](Cl)(=[O:43])[C:39]([CH3:42])([CH3:41])[CH3:40], predict the reaction product. The product is: [O:1]=[C:2]1[N:6]([C:38](=[O:43])[C:39]([CH3:42])([CH3:41])[CH3:40])[C:5]2[CH:7]=[CH:8][CH:9]=[CH:10][C:4]=2[N:3]1[CH:11]1[CH2:12][CH2:13][N:14]([C:17]([O:19][CH2:20][C@@H:21]([N:23]([CH2:24][C:25]2[CH:26]=[CH:27][CH:28]=[CH:29][CH:30]=2)[CH2:31][C:32]2[CH:37]=[CH:36][CH:35]=[CH:34][CH:33]=2)[CH3:22])=[O:18])[CH2:15][CH2:16]1. (4) Given the reactants [CH3:1][C@:2]1([OH:9])[CH2:8][C:6](=[O:7])[O:5][CH2:4][CH2:3]1.[NH2:10][CH2:11][CH2:12][CH2:13][CH2:14][CH2:15][OH:16], predict the reaction product. The product is: [OH:9][C:2]([CH3:1])([CH2:3][CH2:4][OH:5])[CH2:8][C:6]([NH:10][CH2:11][CH2:12][CH2:13][CH2:14][CH2:15][OH:16])=[O:7]. (5) Given the reactants [CH:1]1[C:6]2[CH2:7][CH2:8][CH:9]=[CH:10][C:11](=O)[C:5]=2[CH:4]=[CH:3][CH:2]=1.C1CCN2C(=NCCC2)CC1.Cl.C([SiH](CC)CC)C.[N+:32]([CH3:35])([O-:34])=[O:33], predict the reaction product. The product is: [N+:32]([CH2:35][CH:9]1[CH2:8][CH2:7][C:6]2[CH:1]=[CH:2][CH:3]=[CH:4][C:5]=2[CH2:11][CH2:10]1)([O-:34])=[O:33]. (6) The product is: [N+:16]([C:12]1[CH:11]=[C:10]([NH:9][C:5]2[N:6]=[CH:7][N:8]=[C:3]([NH:22][CH2:19][CH2:20][OH:21])[CH:4]=2)[CH:15]=[CH:14][CH:13]=1)([O-:18])=[O:17]. Given the reactants Cl.Cl[C:3]1[N:8]=[CH:7][N:6]=[C:5]([NH:9][C:10]2[CH:15]=[CH:14][CH:13]=[C:12]([N+:16]([O-:18])=[O:17])[CH:11]=2)[CH:4]=1.[CH2:19]([NH2:22])[CH2:20][OH:21].CCN(C(C)C)C(C)C, predict the reaction product. (7) The product is: [CH2:22]([N:17]1[CH2:18][CH2:19][CH2:20][CH2:21][CH:16]1[CH2:15][N:10]1[CH:11]=[C:7]([C:1]2[CH:2]=[CH:3][CH:4]=[CH:5][CH:6]=2)[N:8]=[CH:9]1)[C:23]1[CH:28]=[CH:27][CH:26]=[CH:25][CH:24]=1. Given the reactants [C:1]1([C:7]2[N:8]=[CH:9][NH:10][CH:11]=2)[CH:6]=[CH:5][CH:4]=[CH:3][CH:2]=1.[H-].[Na+].Br[CH2:15][CH:16]1[CH2:21][CH2:20][CH2:19][CH2:18][N:17]1[CH2:22][C:23]1[CH:28]=[CH:27][CH:26]=[CH:25][CH:24]=1, predict the reaction product.